From a dataset of Full USPTO retrosynthesis dataset with 1.9M reactions from patents (1976-2016). Predict the reactants needed to synthesize the given product. (1) Given the product [CH2:37]([NH:34][C:35]([N:16]1[CH2:15][CH2:14][CH:13]([CH2:12][N:11]([C@@H:19]([C:20](=[O:21])[NH2:22])[CH2:23][CH:24]([CH3:26])[CH3:25])[S:8]([C:5]2[CH:6]=[CH:7][C:2]([Cl:1])=[CH:3][CH:4]=2)(=[O:9])=[O:10])[CH2:18][CH2:17]1)=[O:36])[CH2:38][C:39]1[CH:44]=[CH:43][CH:42]=[CH:41][CH:40]=1, predict the reactants needed to synthesize it. The reactants are: [Cl:1][C:2]1[CH:7]=[CH:6][C:5]([S:8]([N:11]([C@H:19]([CH2:23][CH:24]([CH3:26])[CH3:25])[C:20]([NH2:22])=[O:21])[CH2:12][CH:13]2[CH2:18][CH2:17][NH:16][CH2:15][CH2:14]2)(=[O:10])=[O:9])=[CH:4][CH:3]=1.CCN(CC)CC.[N:34]([CH2:37][CH2:38][C:39]1[CH:44]=[CH:43][CH:42]=[CH:41][CH:40]=1)=[C:35]=[O:36].C([O-])(O)=O.[Na+]. (2) Given the product [NH2:28][C:25]1[N:26]=[CH:27][C:22]([O:21][C:20]2[CH:19]=[C:18]([NH:17][C:8]([C:3]3[C:2]([CH3:1])=[CH:7][CH:6]=[CH:5][N:4]=3)=[O:10])[CH:31]=[CH:30][CH:29]=2)=[CH:23][CH:24]=1, predict the reactants needed to synthesize it. The reactants are: [CH3:1][C:2]1[C:3]([C:8]([OH:10])=O)=[N:4][CH:5]=[CH:6][CH:7]=1.C(Cl)(=O)C(Cl)=O.[NH2:17][C:18]1[CH:19]=[C:20]([CH:29]=[CH:30][CH:31]=1)[O:21][C:22]1[CH:23]=[CH:24][C:25]([NH2:28])=[N:26][CH:27]=1. (3) Given the product [OH:32][CH:13]([C:12]1[CH:2]=[CH:3][C:4]2[O:9][CH2:8][C:7](=[O:10])[NH:6][C:5]=2[CH:11]=1)[CH2:14][N:15]1[CH2:20][CH2:19][N:18]([C:21]2[CH:30]=[CH:29][CH:28]=[C:27]3[C:22]=2[CH:23]=[CH:24][C:25]([CH3:31])=[N:26]3)[CH2:17][CH2:16]1, predict the reactants needed to synthesize it. The reactants are: F[C:2]1[C:12]([C:13](=[O:32])[CH2:14][N:15]2[CH2:20][CH2:19][N:18]([C:21]3[CH:30]=[CH:29][CH:28]=[C:27]4[C:22]=3[CH:23]=[CH:24][C:25]([CH3:31])=[N:26]4)[CH2:17][CH2:16]2)=[CH:11][C:5]2[NH:6][C:7](=[O:10])[CH2:8][O:9][C:4]=2[CH:3]=1.[BH4-].[Na+]. (4) Given the product [CH3:18][O:17][C:15]([C:13]1[S:14][C:10]([N:7]2[C:6]3[CH:32]=[C:2]([O:1][CH:49]4[CH2:50][CH2:51][N:46]([C:44]([O:43][C:39]([CH3:42])([CH3:41])[CH3:40])=[O:45])[CH2:47][CH2:48]4)[CH:3]=[CH:4][C:5]=3[N:9]=[CH:8]2)=[CH:11][C:12]=1[O:19][C@@H:20]([C:22]1[CH:27]=[CH:26][CH:25]=[CH:24][C:23]=1[C:28]([F:30])([F:29])[F:31])[CH3:21])=[O:16], predict the reactants needed to synthesize it. The reactants are: [OH:1][C:2]1[CH:3]=[CH:4][C:5]2[N:9]=[CH:8][N:7]([C:10]3[S:14][C:13]([C:15]([O:17][CH3:18])=[O:16])=[C:12]([O:19][C@@H:20]([C:22]4[CH:27]=[CH:26][CH:25]=[CH:24][C:23]=4[C:28]([F:31])([F:30])[F:29])[CH3:21])[CH:11]=3)[C:6]=2[CH:32]=1.C(=O)([O-])[O-].[Cs+].[Cs+].[C:39]([O:43][C:44]([N:46]1[CH2:51][CH2:50][CH:49](OS(C2C=CC(C)=CC=2)(=O)=O)[CH2:48][CH2:47]1)=[O:45])([CH3:42])([CH3:41])[CH3:40].CCOC(C)=O. (5) Given the product [ClH:17].[CH2:1]([N:8]1[C:12]2=[C:13]([NH:26][CH2:25][C:24]3[CH:27]=[CH:28][C:21]([CH3:20])=[CH:22][CH:23]=3)[N:14]=[CH:15][CH:16]=[C:11]2[C:10]([CH3:18])=[C:9]1[CH3:19])[C:2]1[CH:7]=[CH:6][CH:5]=[CH:4][CH:3]=1, predict the reactants needed to synthesize it. The reactants are: [CH2:1]([N:8]1[C:12]2=[C:13]([Cl:17])[N:14]=[CH:15][CH:16]=[C:11]2[C:10]([CH3:18])=[C:9]1[CH3:19])[C:2]1[CH:7]=[CH:6][CH:5]=[CH:4][CH:3]=1.[CH3:20][C:21]1[CH:28]=[CH:27][C:24]([CH2:25][NH2:26])=[CH:23][CH:22]=1.